This data is from HIV replication inhibition screening data with 41,000+ compounds from the AIDS Antiviral Screen. The task is: Binary Classification. Given a drug SMILES string, predict its activity (active/inactive) in a high-throughput screening assay against a specified biological target. (1) The molecule is C=CCN(N=O)C(=O)N(CCC)CCCC(NC(C)=O)C(=O)NCc1ccccc1. The result is 0 (inactive). (2) The compound is Cc1cn(C(=O)NC23CC4CC(CC(C4)C2)C3)c(=O)[nH]c1=O. The result is 0 (inactive). (3) The drug is C[N+]12CCC(c3ccccc3)(CC1)C(O)C2. The result is 0 (inactive). (4) The drug is COc1ccc(N2C(=O)C3c4[nH]c5ccc(C)cc5c4C4CCC(C)CC4C3C2=O)cc1. The result is 0 (inactive). (5) The compound is COC(=O)C1=CC2OC1(C)C1(CC1)C2=O. The result is 0 (inactive).